The task is: Predict the reactants needed to synthesize the given product.. This data is from Full USPTO retrosynthesis dataset with 1.9M reactions from patents (1976-2016). (1) Given the product [OH:1][C:2]1[C:7]2[O:8][CH2:15][CH2:14][O:9][C:6]=2[CH:5]=[CH:4][C:3]=1[C:10](=[O:12])[CH3:11], predict the reactants needed to synthesize it. The reactants are: [OH:1][C:2]1[C:7]([OH:8])=[C:6]([OH:9])[CH:5]=[CH:4][C:3]=1[C:10](=[O:12])[CH3:11].Br[CH2:14][CH2:15]Br.C([O-])([O-])=O.[K+].[K+]. (2) Given the product [F:15][C:16]([F:23])([F:22])[C@@H:17]1[CH2:24][CH2:19][CH2:20][CH:21]1[C:2]1[CH:3]=[CH:4][CH:5]2[N:12]3[CH2:13][C@H:8]([CH2:9][CH2:10][CH2:11]3)[NH:7][CH:6]2[N:14]=1, predict the reactants needed to synthesize it. The reactants are: Cl[C:2]1[CH:3]=[CH:4][C:5]2[N:12]3[CH2:13][C@H:8]([CH2:9][CH2:10][CH2:11]3)[NH:7][C:6]=2[N:14]=1.[F:15][C:16]([F:23])([F:22])[C@H:17]1[CH2:21][CH2:20][CH2:19]N1.[CH3:24]C([O-])(C)C.[K+]. (3) Given the product [N:52]1([CH2:58][C:59]2[CH:64]=[CH:63][C:62]([NH:65][C:48]([C:40]3[S:41][C:42]4[N:43]=[CH:44][N:45]=[C:46]5[C:47]=4[C:39]=3[NH:38][C:37](=[O:51])[N:36]5[C:30]3[C:31]([CH3:35])=[CH:32][CH:33]=[CH:34][C:29]=3[Cl:28])=[O:49])=[CH:61][CH:60]=2)[CH2:57][CH2:56][O:55][CH2:54][CH2:53]1, predict the reactants needed to synthesize it. The reactants are: ClC1C=CC=C(C)C=1N.ClC1C(C#N)=C(NC2C(C)=CC=CC=2Cl)N=CN=1.[Cl:28][C:29]1[CH:34]=[CH:33][CH:32]=[C:31]([CH3:35])[C:30]=1[N:36]1[C:46]2[C:47]3[C:39](=[C:40]([C:48](O)=[O:49])[S:41][C:42]=3[N:43]=[CH:44][N:45]=2)[NH:38][C:37]1=[O:51].[N:52]1([CH2:58][C:59]2[CH:64]=[CH:63][C:62]([NH2:65])=[CH:61][CH:60]=2)[CH2:57][CH2:56][O:55][CH2:54][CH2:53]1. (4) Given the product [C:51]([CH2:77][CH2:78][PH:56]([O:44][C@@H:25]1[C@@H:24]([CH2:23][O:22][C:7]([C:16]2[CH:17]=[CH:18][CH:19]=[CH:20][CH:21]=2)([C:8]2[CH:13]=[CH:12][C:11]([O:14][CH3:15])=[CH:10][CH:9]=2)[C:6]2[CH:45]=[CH:46][C:3]([O:2][CH3:1])=[CH:4][CH:5]=2)[O:28][C@@H:27]([N:29]2[CH:36]=[CH:35][C:33](=[O:34])[NH:32][C:30]2=[O:31])[C@@H:26]1[O:37][CH2:38][O:39][CH2:40][CH2:41][C:42]#[N:43])([N:62]([CH:63]([CH3:64])[CH3:65])[CH:66]([CH3:67])[CH3:68])[OH:57])#[N:47], predict the reactants needed to synthesize it. The reactants are: [CH3:1][O:2][C:3]1[CH:46]=[CH:45][C:6]([C:7]([O:22][CH2:23][C@H:24]2[O:28][C@@H:27]([N:29]3[CH:36]=[CH:35][C:33](=[O:34])[NH:32][C:30]3=[O:31])[C@H:26]([O:37][CH2:38][O:39][CH2:40][CH2:41][C:42]#[N:43])[C@@H:25]2[OH:44])([C:16]2[CH:21]=[CH:20][CH:19]=[CH:18][CH:17]=2)[C:8]2[CH:13]=[CH:12][C:11]([O:14][CH3:15])=[CH:10][CH:9]=2)=[CH:5][CH:4]=1.[NH:47]1[CH:51]=NN=N1.C(N(C(C)C)[P:56]([N:62]([CH:66]([CH3:68])[CH3:67])[CH:63]([CH3:65])[CH3:64])[O:57]CCC#N)(C)C.C(=O)(O)[O-].[Na+].[C:77](#N)[CH3:78].